This data is from Forward reaction prediction with 1.9M reactions from USPTO patents (1976-2016). The task is: Predict the product of the given reaction. (1) Given the reactants [CH2:1]([O:3][C:4]([CH:6]=P(C1C=CC=CC=1)(C1C=CC=CC=1)C1C=CC=CC=1)=[O:5])[CH3:2].[N:26]1[CH:27]=[C:28]([CH:35]=O)[N:29]2[CH:34]=[CH:33][CH:32]=[CH:31][C:30]=12, predict the reaction product. The product is: [N:26]1[CH:27]=[C:28](/[CH:35]=[CH:6]/[C:4]([O:3][CH2:1][CH3:2])=[O:5])[N:29]2[CH:34]=[CH:33][CH:32]=[CH:31][C:30]=12. (2) Given the reactants [CH3:1][O:2][C:3]([C:5]1[S:6][C:7]([S:21][CH3:22])=[C:8]([S:10]([C:13]2[CH:14]=[N:15][C:16](Cl)=[C:17]([Br:19])[CH:18]=2)(=[O:12])=[O:11])[CH:9]=1)=[O:4].[CH2:23]1[CH2:27][O:26][CH2:25][CH2:24]1.[CH3:28][N:29](C=O)C, predict the reaction product. The product is: [CH3:1][O:2][C:3]([C:5]1[S:6][C:7]([S:21][CH3:22])=[C:8]([S:10]([C:13]2[CH:14]=[N:15][C:16]([NH:29][CH2:28][CH:25]3[CH2:24][CH2:23][CH2:27][O:26]3)=[C:17]([Br:19])[CH:18]=2)(=[O:12])=[O:11])[CH:9]=1)=[O:4]. (3) Given the reactants [N:1]1([C:6](=[O:34])[CH2:7][N:8]2[CH:12]=[C:11]([C:13]3[CH:14]=[N:15][C:16]([C:19]4[CH:24]=[CH:23][CH:22]=[C:21](B5OC(C)(C)C(C)(C)O5)[CH:20]=4)=[N:17][CH:18]=3)[CH:10]=[N:9]2)[CH2:5][CH2:4][CH2:3][CH2:2]1.Br[C:36]1[N:40]([CH3:41])[CH:39]=[N:38][CH:37]=1.C(=O)([O-])[O-].[K+].[K+].C1CCCCC1, predict the reaction product. The product is: [CH3:41][N:40]1[C:36]([C:21]2[CH:20]=[C:19]([C:16]3[N:15]=[CH:14][C:13]([C:11]4[CH:10]=[N:9][N:8]([CH2:7][C:6]([N:1]5[CH2:5][CH2:4][CH2:3][CH2:2]5)=[O:34])[CH:12]=4)=[CH:18][N:17]=3)[CH:24]=[CH:23][CH:22]=2)=[CH:37][N:38]=[CH:39]1. (4) Given the reactants [N:1]1[C:9]2[C:4](=[N:5][CH:6]=[CH:7][CH:8]=2)[N:3]([CH2:10][C:11]2[CH:27]=[CH:26][C:14]3[N:15]=[C:16]([NH:18][C@@H:19]4[CH2:24][CH2:23][CH2:22][CH2:21][C@H:20]4[OH:25])[S:17][C:13]=3[CH:12]=2)[CH:2]=1.[CH3:28][S:29](O)(=[O:31])=[O:30], predict the reaction product. The product is: [CH3:28][S:29]([O:25][C@@H:20]1[CH2:21][CH2:22][CH2:23][CH2:24][C@H:19]1[NH:18][C:16]1[S:17][C:13]2[CH:12]=[C:11]([CH2:10][N:3]3[C:4]4=[N:5][CH:6]=[CH:7][CH:8]=[C:9]4[N:1]=[CH:2]3)[CH:27]=[CH:26][C:14]=2[N:15]=1)(=[O:31])=[O:30].